This data is from Reaction yield outcomes from USPTO patents with 853,638 reactions. The task is: Predict the reaction yield, written as a fraction of the theoretical maximum amount of product (1.0 means a 100% yield; for example, 0.34 means a 34% yield). (1) The reactants are Br[C:2]1[CH:7]=[C:6]([F:8])[CH:5]=[CH:4][C:3]=1[F:9].CCCCCC.C([Li])CCC.[Si:21]([O:38][CH2:39][CH2:40][CH2:41][CH2:42][CH2:43][CH:44]=[O:45])([C:34]([CH3:37])([CH3:36])[CH3:35])([C:28]1[CH:33]=[CH:32][CH:31]=[CH:30][CH:29]=1)[C:22]1[CH:27]=[CH:26][CH:25]=[CH:24][CH:23]=1. The catalyst is C(OCC)(=O)C.C(OCC)C.O1CCCC1. The product is [Si:21]([O:38][CH2:39][CH2:40][CH2:41][CH2:42][CH2:43][CH:44]([C:2]1[CH:7]=[C:6]([F:8])[CH:5]=[CH:4][C:3]=1[F:9])[OH:45])([C:34]([CH3:36])([CH3:37])[CH3:35])([C:28]1[CH:29]=[CH:30][CH:31]=[CH:32][CH:33]=1)[C:22]1[CH:23]=[CH:24][CH:25]=[CH:26][CH:27]=1. The yield is 0.880. (2) The reactants are OC1C=CC(C(C2C=CC(O)=CC=2)(C)C)=CC=1.FC1C=CC(P(=O)(C2C=CC(F)=CC=2)C2C=CC=CC=2)=CC=1.C([O-])([O-])=O.[K+].[K+].[N+]([C:49]1[CH:50]=[C:51]([C:57]#[N:58])[C:52](=[CH:55][CH:56]=1)[C:53]#[N:54])([O-])=O.Cl. The catalyst is CN(C)C=O.C1(C)C=CC=CC=1. The product is [C:57](#[N:58])[C:51]1[C:52](=[CH:55][CH:56]=[CH:49][CH:50]=1)[C:53]#[N:54]. The yield is 0.910.